Dataset: Reaction yield outcomes from USPTO patents with 853,638 reactions. Task: Predict the reaction yield, written as a fraction of the theoretical maximum amount of product (1.0 means a 100% yield; for example, 0.34 means a 34% yield). (1) The reactants are C1(S([N:10]2[C:14]3[N:15]=[C:16]([Cl:20])[N:17]=[C:18]([Cl:19])[C:13]=3[CH:12]=[C:11]2[C:21]([OH:24])([CH3:23])[CH3:22])(=O)=O)C=CC=CC=1.[OH-].[Na+]. The catalyst is C(O)(C)C.O. The product is [Cl:20][C:16]1[N:17]=[C:18]([Cl:19])[C:13]2[CH:12]=[C:11]([C:21]([OH:24])([CH3:22])[CH3:23])[NH:10][C:14]=2[N:15]=1. The yield is 0.640. (2) The reactants are [OH:1][C:2]1[NH:3][C:4]2[C:9]([C:10]=1[C:11]1[CH:16]=[CH:15][C:14]([CH2:17][N:18]3[CH2:23][CH2:22][O:21][CH2:20][CH2:19]3)=[CH:13][N:12]=1)=[CH:8][C:7]([C:24]([O:26]C)=O)=[CH:6][CH:5]=2.[ClH:28].[NH2:29][CH2:30][CH2:31][S:32]([NH2:35])(=[O:34])=[O:33].C[Al](C)C. The catalyst is C(=O)([O-])O.[Na+]. The product is [ClH:28].[NH2:35][S:32]([CH2:31][CH2:30][NH:29][C:24]([C:7]1[CH:8]=[C:9]2[C:4](=[CH:5][CH:6]=1)[NH:3][C:2]([OH:1])=[C:10]2[C:11]1[CH:16]=[CH:15][C:14]([CH2:17][N:18]2[CH2:19][CH2:20][O:21][CH2:22][CH2:23]2)=[CH:13][N:12]=1)=[O:26])(=[O:34])=[O:33]. The yield is 0.400. (3) The reactants are [Br:1][C:2]1[CH:10]=[C:6]([C:7]([OH:9])=O)[C:5]([OH:11])=[CH:4][CH:3]=1.[NH2:12][C:13]1[S:14][C:15]([C:22]2[CH:27]=[CH:26][CH:25]=[CH:24][CH:23]=2)=[C:16]([C:18]([F:21])([F:20])[F:19])[N:17]=1. No catalyst specified. The product is [Br:1][C:2]1[CH:3]=[CH:4][C:5]([OH:11])=[C:6]([CH:10]=1)[C:7]([NH:12][C:13]1[S:14][C:15]([C:22]2[CH:23]=[CH:24][CH:25]=[CH:26][CH:27]=2)=[C:16]([C:18]([F:21])([F:19])[F:20])[N:17]=1)=[O:9]. The yield is 0.332. (4) The reactants are [Br:1][C:2]1[CH:10]=[N:9][CH:8]=[CH:7][C:3]=1[C:4](O)=[O:5].ClC(OC)=O.[BH4-].[Na+]. The catalyst is C1COCC1.O. The product is [Br:1][C:2]1[CH:10]=[N:9][CH:8]=[CH:7][C:3]=1[CH2:4][OH:5]. The yield is 0.520. (5) The catalyst is CN(C)C=O. The reactants are [F:1][C:2]([F:7])([F:6])[C:3]([OH:5])=[O:4].[C:8]([C:11]1[CH:16]=[CH:15][C:14]([NH:17][CH:18]([C:22]2[CH:27]=[CH:26][C:25]([O:28][CH2:29][CH2:30][N:31]([CH3:33])[CH3:32])=[C:24]([O:34][CH2:35][CH3:36])[CH:23]=2)[C:19](O)=[O:20])=[CH:13][CH:12]=1)(=[NH:10])[NH2:9].O.ON1C2C=CC=CC=2N=N1.Cl.C(N=C=NCCCN(C)C)C.[N:60]1[CH:65]=[CH:64][CH:63]=[CH:62][C:61]=1[NH:66][NH2:67]. The product is [F:1][C:2]([F:7])([F:6])[C:3]([OH:5])=[O:4].[CH3:33][N:31]([CH3:32])[CH2:30][CH2:29][O:28][C:25]1[CH:26]=[CH:27][C:22]([CH:18]([NH:17][C:14]2[CH:13]=[CH:12][C:11]([C:8]([NH2:9])=[NH:10])=[CH:16][CH:15]=2)[C:19]([NH:67][NH:66][C:61]2[CH:62]=[CH:63][CH:64]=[CH:65][N:60]=2)=[O:20])=[CH:23][C:24]=1[O:34][CH2:35][CH3:36]. The yield is 0.260. (6) The reactants are [F:1][C:2]([F:13])([F:12])[C:3]1[CH:8]=[CH:7][CH:6]=[CH:5][C:4]=1B(O)O.[Cl:14][C:15]1[C:20]([N+:21]([O-:23])=[O:22])=[C:19](Cl)[N:18]=[C:17]([CH3:25])[N:16]=1.C(=O)([O-])[O-].[Na+].[Na+]. The catalyst is C1C=CC=CC=1. The product is [Cl:14][C:15]1[C:20]([N+:21]([O-:23])=[O:22])=[C:19]([C:4]2[CH:5]=[CH:6][CH:7]=[CH:8][C:3]=2[C:2]([F:13])([F:12])[F:1])[N:18]=[C:17]([CH3:25])[N:16]=1. The yield is 0.380. (7) The reactants are [CH3:1][Mg]Br.[Br:4][C:5]1[CH:6]=[CH:7][C:8]([N+:13]([O-:15])=[O:14])=[C:9]([CH:12]=1)[CH:10]=[O:11]. The catalyst is O1CCCC1. The product is [Br:4][C:5]1[CH:6]=[CH:7][C:8]([N+:13]([O-:15])=[O:14])=[C:9]([CH:10]([OH:11])[CH3:1])[CH:12]=1. The yield is 0.310. (8) The reactants are Br[C:2]1[C:10]2[C:5](=[CH:6][CH:7]=[C:8]([O:11][CH3:12])[CH:9]=2)[N:4]([CH3:13])[N:3]=1.[CH3:14][Sn:15]([CH3:21])([CH3:20])[Sn:15]([CH3:21])([CH3:20])[CH3:14]. The catalyst is C1(C)C=CC=CC=1.C1C=CC([P]([Pd]([P](C2C=CC=CC=2)(C2C=CC=CC=2)C2C=CC=CC=2)([P](C2C=CC=CC=2)(C2C=CC=CC=2)C2C=CC=CC=2)[P](C2C=CC=CC=2)(C2C=CC=CC=2)C2C=CC=CC=2)(C2C=CC=CC=2)C2C=CC=CC=2)=CC=1. The product is [CH3:12][O:11][C:8]1[CH:9]=[C:10]2[C:5](=[CH:6][CH:7]=1)[N:4]([CH3:13])[N:3]=[C:2]2[Sn:15]([CH3:21])([CH3:20])[CH3:14]. The yield is 0.290. (9) The reactants are Br[C:2]1[CH:7]=[CH:6][C:5]([O:8][CH2:9][CH2:10][CH2:11][CH2:12][CH2:13][CH2:14][CH2:15][CH3:16])=[CH:4][CH:3]=1.C([Sn](CCCC)(CCCC)[C:22]1[S:23][CH:24]=[CH:25][CH:26]=1)CCC.[F-].[K+]. The catalyst is CN(C=O)C.[Pd].C1(P(C2C=CC=CC=2)C2C=CC=CC=2)C=CC=CC=1.C1(P(C2C=CC=CC=2)C2C=CC=CC=2)C=CC=CC=1.C1(P(C2C=CC=CC=2)C2C=CC=CC=2)C=CC=CC=1.C1(P(C2C=CC=CC=2)C2C=CC=CC=2)C=CC=CC=1. The product is [CH2:9]([O:8][C:5]1[CH:6]=[CH:7][C:2]([C:22]2[S:23][CH:24]=[CH:25][CH:26]=2)=[CH:3][CH:4]=1)[CH2:10][CH2:11][CH2:12][CH2:13][CH2:14][CH2:15][CH3:16]. The yield is 0.495.